From a dataset of NCI-60 drug combinations with 297,098 pairs across 59 cell lines. Regression. Given two drug SMILES strings and cell line genomic features, predict the synergy score measuring deviation from expected non-interaction effect. Drug 1: C(=O)(N)NO. Drug 2: B(C(CC(C)C)NC(=O)C(CC1=CC=CC=C1)NC(=O)C2=NC=CN=C2)(O)O. Cell line: OVCAR-4. Synergy scores: CSS=19.7, Synergy_ZIP=-0.301, Synergy_Bliss=-0.853, Synergy_Loewe=-53.1, Synergy_HSA=-0.707.